This data is from Reaction yield outcomes from USPTO patents with 853,638 reactions. The task is: Predict the reaction yield, written as a fraction of the theoretical maximum amount of product (1.0 means a 100% yield; for example, 0.34 means a 34% yield). The reactants are C1C=C[NH+]=CC=1.[O-][Cr](Cl)(=O)=O.[CH2:12]([O:22][C:23]1[CH:24]=[C:25]([CH2:31][C:32]#[N:33])[CH:26]=[C:27]([CH2:29][OH:30])[CH:28]=1)[CH2:13][CH2:14][CH2:15][CH2:16][CH2:17][CH2:18][CH2:19][CH2:20][CH3:21].CCOC(C)=O. The catalyst is C(Cl)Cl. The product is [CH2:12]([O:22][C:23]1[CH:24]=[C:25]([CH2:31][C:32]#[N:33])[CH:26]=[C:27]([CH:29]=[O:30])[CH:28]=1)[CH2:13][CH2:14][CH2:15][CH2:16][CH2:17][CH2:18][CH2:19][CH2:20][CH3:21]. The yield is 0.960.